This data is from Catalyst prediction with 721,799 reactions and 888 catalyst types from USPTO. The task is: Predict which catalyst facilitates the given reaction. (1) Reactant: C(OC(=O)[NH:7][C@H:8]1[CH2:13][CH2:12][C@@H:11]([NH:14][C:15]([C:17]2[CH:22]=[CH:21][C:20]([F:23])=[C:19]([F:24])[CH:18]=2)=[O:16])[CH2:10][CH2:9]1)(C)(C)C.Cl. Product: [NH2:7][C@@H:8]1[CH2:9][CH2:10][C@H:11]([NH:14][C:15](=[O:16])[C:17]2[CH:22]=[CH:21][C:20]([F:23])=[C:19]([F:24])[CH:18]=2)[CH2:12][CH2:13]1. The catalyst class is: 25. (2) Reactant: [Na].[N:2]#[C:3][NH2:4].[C:5]1([N:11]=[C:12]=[S:13])[CH:10]=[CH:9][CH:8]=[CH:7][CH:6]=1.Br[CH2:15][C:16]([C:18]1[CH:23]=[CH:22][CH:21]=[C:20]([N+:24]([O-:26])=[O:25])[CH:19]=1)=[O:17]. Product: [NH2:2][C:3]1[N:4]=[C:12]([NH:11][C:5]2[CH:10]=[CH:9][CH:8]=[CH:7][CH:6]=2)[S:13][C:15]=1[C:16]([C:18]1[CH:23]=[CH:22][CH:21]=[C:20]([N+:24]([O-:26])=[O:25])[CH:19]=1)=[O:17]. The catalyst class is: 24. (3) Reactant: [NH2:1][C:2]1[N:7]=[C:6]([Cl:8])[CH:5]=[C:4](Cl)[N:3]=1.[Cl:10][C:11]1[C:12]([CH3:20])=[C:13](B(O)O)[CH:14]=[CH:15][CH:16]=1.C([O-])([O-])=O.[Na+].[Na+].O1CCOCC1. Product: [Cl:8][C:6]1[CH:5]=[C:4]([C:13]2[CH:14]=[CH:15][CH:16]=[C:11]([Cl:10])[C:12]=2[CH3:20])[N:3]=[C:2]([NH2:1])[N:7]=1. The catalyst class is: 6. (4) Reactant: [CH3:1][O:2][C:3]1[CH:4]=[C:5]([NH:14][C:15](=[O:19])[C:16]([OH:18])=O)[CH:6]=[CH:7][C:8]=1[C:9]1[O:13][CH:12]=[N:11][CH:10]=1.O.O[N:22]1[C:26]2[CH:27]=[CH:28]C=C[C:25]=2N=N1.Cl.[CH3:32]N(C)CCCN=C=NCC.C([N:45]1[CH2:50][CH2:49]O[CH2:47][CH2:46]1)C. Product: [CH3:1][O:2][C:3]1[CH:4]=[C:5]([NH:14][C:15](=[O:19])[C:16]([NH:22][C:26]([CH3:32])([CH3:25])[CH2:27][C:28]2[CH:47]=[CH:46][N:45]=[CH:50][CH:49]=2)=[O:18])[CH:6]=[CH:7][C:8]=1[C:9]1[O:13][CH:12]=[N:11][CH:10]=1. The catalyst class is: 96. (5) Reactant: [CH2:1]([N:8]1[CH2:13][C:12]([F:15])([F:14])[C:11](=[O:16])[CH:10](C(OCC)=O)[CH2:9]1)[C:2]1[CH:7]=[CH:6][CH:5]=[CH:4][CH:3]=1.C([O-])(O)=[O:23].[Na+]. Product: [CH2:1]([N:8]1[CH2:9][CH2:10][C:11]([OH:16])([OH:23])[C:12]([F:14])([F:15])[CH2:13]1)[C:2]1[CH:3]=[CH:4][CH:5]=[CH:6][CH:7]=1. The catalyst class is: 33. (6) Reactant: C([Li])CCC.Br[C:7]1[CH2:11][CH2:10][CH2:9][C:8]=1[C:12]1[CH:17]=[C:16]([Cl:18])[CH:15]=[CH:14][C:13]=1[O:19][CH2:20][C:21]1[CH:26]=[CH:25][CH:24]=[CH:23][CH:22]=1.[B:27](OC(C)C)([O:32]C(C)C)[O:28]C(C)C.Cl. Product: [CH2:20]([O:19][C:13]1[CH:14]=[CH:15][C:16]([Cl:18])=[CH:17][C:12]=1[C:8]1[CH2:9][CH2:10][CH2:11][C:7]=1[B:27]([OH:32])[OH:28])[C:21]1[CH:26]=[CH:25][CH:24]=[CH:23][CH:22]=1. The catalyst class is: 365.